This data is from Full USPTO retrosynthesis dataset with 1.9M reactions from patents (1976-2016). The task is: Predict the reactants needed to synthesize the given product. (1) Given the product [N:25]1[CH:30]=[CH:29][CH:28]=[CH:27][C:26]=1[C:31]([NH:34][C:13]([NH:12][O:11][C:9]1[N:8]=[CH:7][C:6]2[N:22]=[C:3]([C:2]([F:1])([F:23])[F:24])[S:4][C:5]=2[CH:10]=1)=[O:21])([CH3:33])[CH3:32], predict the reactants needed to synthesize it. The reactants are: [F:1][C:2]([F:24])([F:23])[C:3]1[S:4][C:5]2[CH:10]=[C:9]([O:11][NH:12][C:13](=[O:21])OC3C=CC=CC=3)[N:8]=[CH:7][C:6]=2[N:22]=1.[N:25]1[CH:30]=[CH:29][CH:28]=[CH:27][C:26]=1[C:31]([NH2:34])([CH3:33])[CH3:32].C(N(CC)CC)C. (2) Given the product [F:68][C:64]1[CH:63]=[C:62]([CH:67]=[CH:66][CH:65]=1)[CH2:61][C:58]1[CH:57]=[CH:56][C:55]([C:54]([NH:53][CH2:52][CH2:51][C:45]2[C:44]3[C:48](=[CH:49][CH:50]=[C:42]([N:35]4[CH2:40][CH2:39][O:38][CH2:37][CH2:36]4)[CH:43]=3)[NH:47][CH:46]=2)=[O:69])=[CH:60][CH:59]=1, predict the reactants needed to synthesize it. The reactants are: C1(P(C2CCCCC2)C2C=CC=CC=2C2C(N(C)C)=CC=CC=2)CCCCC1.CC([O-])(C)C.[Na+].[NH:35]1[CH2:40][CH2:39][O:38][CH2:37][CH2:36]1.Br[C:42]1[CH:43]=[C:44]2[C:48](=[CH:49][CH:50]=1)[NH:47][CH:46]=[C:45]2[CH2:51][CH2:52][NH:53][C:54](=[O:69])[C:55]1[CH:60]=[CH:59][C:58]([CH2:61][C:62]2[CH:67]=[CH:66][CH:65]=[C:64]([F:68])[CH:63]=2)=[CH:57][CH:56]=1. (3) The reactants are: [NH2:1][C@H:2]1[CH2:6][CH2:5][N:4]([C:7]2[CH:16]=[CH:15][C:14]3[C:13]([C:17]([NH:19][CH2:20][CH2:21][C:22]4[CH:27]=[CH:26][CH:25]=[CH:24][C:23]=4[Cl:28])=[O:18])=[C:12]([Cl:29])[CH:11]=[CH:10][C:9]=3[N:8]=2)[CH2:3]1.[Si:30]([O:37][CH2:38][CH:39]=O)([C:33]([CH3:36])([CH3:35])[CH3:34])([CH3:32])[CH3:31]. Given the product [Cl:29][C:12]1[CH:11]=[CH:10][C:9]2[N:8]=[C:7]([N:4]3[CH2:5][CH2:6][C@H:2]([NH:1][CH2:39][CH2:38][O:37][Si:30]([C:33]([CH3:36])([CH3:35])[CH3:34])([CH3:32])[CH3:31])[CH2:3]3)[CH:16]=[CH:15][C:14]=2[C:13]=1[C:17]([NH:19][CH2:20][CH2:21][C:22]1[CH:27]=[CH:26][CH:25]=[CH:24][C:23]=1[Cl:28])=[O:18], predict the reactants needed to synthesize it. (4) The reactants are: [CH:1]1([O:6][C:7]2[C:8]([O:18][CH3:19])=[CH:9][CH:10]=[C:11]3[C:16]=2[O:15][CH:14]=[CH:13][C:12]3=[O:17])[CH2:5][CH2:4][CH2:3][CH2:2]1. Given the product [CH:1]1([O:6][C:7]2[C:8]([O:18][CH3:19])=[CH:9][CH:10]=[C:11]3[C:16]=2[O:15][CH2:14][CH2:13][C:12]3=[O:17])[CH2:2][CH2:3][CH2:4][CH2:5]1, predict the reactants needed to synthesize it.